This data is from Full USPTO retrosynthesis dataset with 1.9M reactions from patents (1976-2016). The task is: Predict the reactants needed to synthesize the given product. Given the product [F:1][C:2]1[CH:22]=[C:21]([N+:23]([O-:25])=[O:24])[CH:20]=[CH:19][C:3]=1[O:4][C:5]1[CH:10]=[CH:9][N:8]=[C:7]2[CH:11]=[C:12]([C:14]3[N:15]=[CH:16][N:17]([CH2:28][O:29][CH3:30])[CH:18]=3)[S:13][C:6]=12, predict the reactants needed to synthesize it. The reactants are: [F:1][C:2]1[CH:22]=[C:21]([N+:23]([O-:25])=[O:24])[CH:20]=[CH:19][C:3]=1[O:4][C:5]1[CH:10]=[CH:9][N:8]=[C:7]2[CH:11]=[C:12]([C:14]3[N:15]=[CH:16][NH:17][CH:18]=3)[S:13][C:6]=12.[H-].[Na+].[CH2:28](Cl)[O:29][CH3:30].